This data is from Full USPTO retrosynthesis dataset with 1.9M reactions from patents (1976-2016). The task is: Predict the reactants needed to synthesize the given product. (1) Given the product [CH2:3]([O:10][C@H:11]1[C@H:16]([O:17][CH2:18][C:19]2[CH:24]=[CH:23][CH:22]=[CH:21][CH:20]=2)[C@@H:15]([CH2:25][O:26][CH2:27][C:28]2[CH:33]=[CH:32][CH:31]=[CH:30][CH:29]=2)[O:14][C@H:13]([CH2:34][I:1])[C@@H:12]1[OH:37])[C:4]1[CH:9]=[CH:8][CH:7]=[CH:6][CH:5]=1, predict the reactants needed to synthesize it. The reactants are: [I:1]I.[CH2:3]([O:10][C@H:11]1[C@H:16]([O:17][CH2:18][C:19]2[CH:24]=[CH:23][CH:22]=[CH:21][CH:20]=2)[C@@H:15]([CH2:25][O:26][CH2:27][C:28]2[CH:33]=[CH:32][CH:31]=[CH:30][CH:29]=2)[O:14][C@H:13]([CH2:34][Hg]Cl)[C@@H:12]1[OH:37])[C:4]1[CH:9]=[CH:8][CH:7]=[CH:6][CH:5]=1. (2) The reactants are: [CH2:1]([O:8][C:9]([CH:11]1[CH2:15][CH2:14][CH:13]([CH:16]=C)[N:12]1[C:18](=[O:31])[CH:19]([NH:23][C:24]([O:26][C:27]([CH3:30])([CH3:29])[CH3:28])=[O:25])[CH2:20][CH:21]=C)=[O:10])[C:2]1[CH:7]=[CH:6][CH:5]=[CH:4][CH:3]=1. Given the product [CH2:1]([O:8][C:9]([CH:11]1[N:12]2[C:18](=[O:31])[CH:19]([NH:23][C:24]([O:26][C:27]([CH3:30])([CH3:28])[CH3:29])=[O:25])[CH:20]=[CH:21][CH2:16][CH:13]2[CH2:14][CH2:15]1)=[O:10])[C:2]1[CH:3]=[CH:4][CH:5]=[CH:6][CH:7]=1, predict the reactants needed to synthesize it.